Dataset: Catalyst prediction with 721,799 reactions and 888 catalyst types from USPTO. Task: Predict which catalyst facilitates the given reaction. (1) The catalyst class is: 2. Reactant: [C:1]([C:5]1[CH:29]=[CH:28][C:8]([C:9]([NH:11][C@H:12]([C:21]([O:23][C:24]([CH3:27])([CH3:26])[CH3:25])=[O:22])[CH2:13][C:14]2[CH:19]=[CH:18][C:17]([OH:20])=[CH:16][CH:15]=2)=[O:10])=[CH:7][CH:6]=1)([CH3:4])([CH3:3])[CH3:2].CCN(C(C)C)C(C)C.C1C=CC(N([S:46]([C:49]([F:52])([F:51])[F:50])(=[O:48])=[O:47])[S:46]([C:49]([F:52])([F:51])[F:50])(=[O:48])=[O:47])=CC=1. Product: [C:1]([C:5]1[CH:29]=[CH:28][C:8]([C:9]([NH:11][C@@H:12]([CH2:13][C:14]2[CH:15]=[CH:16][C:17]([O:20][S:46]([C:49]([F:52])([F:51])[F:50])(=[O:48])=[O:47])=[CH:18][CH:19]=2)[C:21]([O:23][C:24]([CH3:27])([CH3:26])[CH3:25])=[O:22])=[O:10])=[CH:7][CH:6]=1)([CH3:4])([CH3:2])[CH3:3]. (2) Reactant: [F:1][C:2]1[CH:7]=[C:6]([O:8][C:9]2[C:14](I)=[CH:13][N:12]=[CH:11][N:10]=2)[C:5]([F:16])=[CH:4][C:3]=1[NH2:17].[CH3:18][N:19]1[CH:23]=[C:22](B2OC(C)(C)C(C)(C)O2)[CH:21]=[N:20]1.C(=O)([O-])[O-].[Cs+].[Cs+]. Product: [F:1][C:2]1[CH:7]=[C:6]([O:8][C:9]2[C:14]([C:22]3[CH:21]=[N:20][N:19]([CH3:18])[CH:23]=3)=[CH:13][N:12]=[CH:11][N:10]=2)[C:5]([F:16])=[CH:4][C:3]=1[NH2:17]. The catalyst class is: 339. (3) Reactant: O=[C:2]1[N:7]2[N:8]=[CH:9][CH:10]=[C:6]2[NH:5][C:4]([C:11]2[CH:20]=[CH:19][C:14]([C:15]([O:17][CH3:18])=[O:16])=[CH:13][CH:12]=2)=[CH:3]1.CCN(C1C=CC=CC=1)CC.P(Cl)(Cl)([Cl:34])=O. Product: [Cl:34][C:2]1[N:7]2[N:8]=[CH:9][CH:10]=[C:6]2[N:5]=[C:4]([C:11]2[CH:20]=[CH:19][C:14]([C:15]([O:17][CH3:18])=[O:16])=[CH:13][CH:12]=2)[CH:3]=1. The catalyst class is: 27. (4) Reactant: [CH3:1][C:2]1[CH:7]=[C:6]([B:8]2[O:12][C:11]([CH3:14])([CH3:13])[C:10]([CH3:16])([CH3:15])[O:9]2)[CH:5]=[C:4]([NH2:17])[C:3]=1[NH2:18].[N:19]#[C:20]Br. Product: [CH3:1][C:2]1[C:3]2[NH:18][C:20]([NH2:19])=[N:17][C:4]=2[CH:5]=[C:6]([B:8]2[O:12][C:11]([CH3:14])([CH3:13])[C:10]([CH3:16])([CH3:15])[O:9]2)[CH:7]=1. The catalyst class is: 5.